Dataset: Choline transporter screen with 302,306 compounds. Task: Binary Classification. Given a drug SMILES string, predict its activity (active/inactive) in a high-throughput screening assay against a specified biological target. (1) The drug is O=C(N(Cc1[nH]c2c(c(=O)n1)cccc2)Cc1ccc(OC)cc1)C(C)(C)C. The result is 0 (inactive). (2) The molecule is Clc1c(c(F)ccc1)C(OCC(=O)Nc1cc(OC)ccc1)=O. The result is 0 (inactive). (3) The drug is O(C(=O)N1CCN(CC1)C(=O)CCCCCCCCCCNC(=O)C(n1nnc(c1)CCCCCNC(OC(C)(C)C)=O)C(CC)C)C(C)(C)C. The result is 0 (inactive). (4) The drug is S(c1n(CCc2ccccc2)c(nn1)Cc1n(ccc1)C)CC(=O)Nc1ccc(F)cc1. The result is 0 (inactive). (5) The drug is O=C(Nc1cc(ccc1)C(=O)Nc1nccc(c1)C)c1cc(ccc1)C. The result is 0 (inactive).